This data is from Catalyst prediction with 721,799 reactions and 888 catalyst types from USPTO. The task is: Predict which catalyst facilitates the given reaction. (1) Reactant: S(Cl)([Cl:3])=O.[C:5]([O:8][C:9]1[CH:17]=[CH:16][C:12]([C:13](O)=[O:14])=[CH:11][CH:10]=1)(=[O:7])[CH3:6]. Product: [C:5]([O:8][C:9]1[CH:17]=[CH:16][C:12]([C:13]([Cl:3])=[O:14])=[CH:11][CH:10]=1)(=[O:7])[CH3:6]. The catalyst class is: 11. (2) The catalyst class is: 2. Reactant: [B-](F)(F)(F)[F:2].CN(C(ON1[C:19](=O)[CH2:18][CH2:17]C1=O)=[N+](C)C)C.FC1C=C(N2CCC[C@@H]2[C:33]2[CH:34]=[C:35]([C:50](O)=[O:51])[CH:36]=[C:37]3[C:42]=2[O:41][C:40]([N:43]2[CH2:48][CH2:47][O:46][CH2:45][CH2:44]2)=[CH:39][C:38]3=[O:49])C=CC=1.Cl.[CH3:54][NH:55][CH3:56].[CH3:57][CH2:58][N:59]([CH:63]([CH3:65])[CH3:64])[CH:60]([CH3:62])C. Product: [F:2][C:17]1[CH:65]=[C:63]([N:59]2[CH2:58][CH2:57][CH2:62][C@@H:60]2[C:39]2[C:38](=[O:49])[C:37]3[C:42](=[CH:33][CH:34]=[C:35]([C:50]([N:55]([CH3:56])[CH3:54])=[O:51])[CH:36]=3)[O:41][C:40]=2[N:43]2[CH2:44][CH2:45][O:46][CH2:47][CH2:48]2)[CH:64]=[CH:19][CH:18]=1. (3) Reactant: [BH4-].[C:2]([O:6][C:7]([N:9]1[CH2:14][CH2:13][C:12](=[N:15][NH:16][C:17]([O:19][C:20]([CH3:23])([CH3:22])[CH3:21])=[O:18])[CH2:11][CH2:10]1)=[O:8])([CH3:5])([CH3:4])[CH3:3].O. Product: [C:2]([O:6][C:7]([N:9]1[CH2:14][CH2:13][CH:12]([NH:15][NH:16][C:17]([O:19][C:20]([CH3:23])([CH3:22])[CH3:21])=[O:18])[CH2:11][CH2:10]1)=[O:8])([CH3:5])([CH3:4])[CH3:3]. The catalyst class is: 7. (4) Reactant: C(Cl)(=O)C(Cl)=O.CS(C)=O.[F:11][C:12]([F:26])([F:25])[CH:13]([OH:24])[CH2:14][C:15]([CH3:23])([C:17]1[CH:22]=[CH:21][CH:20]=[CH:19][N:18]=1)[CH3:16].C(N(CC)CC)C. Product: [F:26][C:12]([F:11])([F:25])[C:13](=[O:24])[CH2:14][C:15]([CH3:16])([C:17]1[CH:22]=[CH:21][CH:20]=[CH:19][N:18]=1)[CH3:23]. The catalyst class is: 4. (5) Reactant: C(N(CC)CC)C.[CH3:8][NH:9][C:10]([C@@H:12]1[C@@H:16]([N:17]=[N+:18]=[N-:19])[C@@H:15]([OH:20])[C@H:14]([N:21]2[CH:29]=[N:28][C:27]3[C:22]2=[N:23][CH:24]=[N:25][C:26]=3Cl)[O:13]1)=[O:11].[C:31]([O:35][C:36](=[O:48])[CH2:37][O:38][C:39]1[CH:44]=[CH:43][C:42]([Cl:45])=[CH:41][C:40]=1[CH2:46][NH2:47])([CH3:34])([CH3:33])[CH3:32]. Product: [C:31]([O:35][C:36](=[O:48])[CH2:37][O:38][C:39]1[CH:44]=[CH:43][C:42]([Cl:45])=[CH:41][C:40]=1[CH2:46][NH:47][C:26]1[N:25]=[CH:24][N:23]=[C:22]2[C:27]=1[N:28]=[CH:29][N:21]2[C@H:14]1[C@H:15]([OH:20])[C@H:16]([N:17]=[N+:18]=[N-:19])[C@@H:12]([C:10](=[O:11])[NH:9][CH3:8])[O:13]1)([CH3:34])([CH3:32])[CH3:33]. The catalyst class is: 8. (6) Reactant: [OH:1][C:2]([CH3:24])([CH3:23])[C:3]#[C:4][C:5]1[CH:6]=[CH:7][C:8]2[O:9][CH2:10][CH2:11][C:12]3[N:13]([CH:16]=[C:17]([C:19](OC)=[O:20])[N:18]=3)[C:14]=2[N:15]=1.ClC1C=CC2OCCC3[N:34](C=C(C(OC)=O)N=3)C=2N=1.CC(C#C)CO.N.O. Product: [OH:1][C:2]([CH3:23])([CH3:24])[C:3]#[C:4][C:5]1[CH:6]=[CH:7][C:8]2[O:9][CH2:10][CH2:11][C:12]3[N:13]([CH:16]=[C:17]([C:19]([NH2:34])=[O:20])[N:18]=3)[C:14]=2[N:15]=1. The catalyst class is: 38.